From a dataset of Peptide-MHC class II binding affinity with 134,281 pairs from IEDB. Regression. Given a peptide amino acid sequence and an MHC pseudo amino acid sequence, predict their binding affinity value. This is MHC class II binding data. (1) The peptide sequence is FFMSPKGISRMSMAM. The MHC is DRB4_0103 with pseudo-sequence DRB4_0103. The binding affinity (normalized) is 0.756. (2) The peptide sequence is STGGAYDTYKCIPSL. The MHC is DRB1_0101 with pseudo-sequence DRB1_0101. The binding affinity (normalized) is 0.323. (3) The peptide sequence is SRGVQGFIFFFLFNIKK. The MHC is DRB3_0202 with pseudo-sequence DRB3_0202. The binding affinity (normalized) is 0.222. (4) The peptide sequence is MSGPMQQLTQPLQQL. The MHC is HLA-DQA10401-DQB10402 with pseudo-sequence HLA-DQA10401-DQB10402. The binding affinity (normalized) is 0.442. (5) The peptide sequence is AALDAQAVELTARLN. The MHC is DRB3_0101 with pseudo-sequence DRB3_0101. The binding affinity (normalized) is 0.316. (6) The peptide sequence is SNNGIKQQGIRYANP. The MHC is DRB1_1602 with pseudo-sequence DRB1_1602. The binding affinity (normalized) is 0.135. (7) The peptide sequence is HAAIGAYLEEQEQWK. The MHC is HLA-DQA10501-DQB10302 with pseudo-sequence HLA-DQA10501-DQB10302. The binding affinity (normalized) is 0.507.